This data is from Reaction yield outcomes from USPTO patents with 853,638 reactions. The task is: Predict the reaction yield, written as a fraction of the theoretical maximum amount of product (1.0 means a 100% yield; for example, 0.34 means a 34% yield). (1) The reactants are C[Si]([N-][Si](C)(C)C)(C)C.[Na+].[CH3:11][N:12]1[CH2:17][CH2:16][N:15]([C:18]([C:20]2[CH:29]=[CH:28][C:23]([C:24]([O:26]C)=O)=[CH:22][CH:21]=2)=[O:19])[CH2:14][CH2:13]1.[NH2:30][C:31]1[N:35](C(OC(C)(C)C)=O)[N:34]=[C:33]([CH2:43][CH2:44][C:45]2[CH:50]=[C:49]([O:51][CH3:52])[CH:48]=[C:47]([O:53][CH3:54])[CH:46]=2)[CH:32]=1.[NH4+].[Cl-]. The catalyst is C1COCC1. The product is [CH3:52][O:51][C:49]1[CH:50]=[C:45]([CH2:44][CH2:43][C:33]2[NH:34][N:35]=[C:31]([NH:30][C:24](=[O:26])[C:23]3[CH:22]=[CH:21][C:20]([C:18]([N:15]4[CH2:14][CH2:13][N:12]([CH3:11])[CH2:17][CH2:16]4)=[O:19])=[CH:29][CH:28]=3)[CH:32]=2)[CH:46]=[C:47]([O:53][CH3:54])[CH:48]=1. The yield is 0.565. (2) The reactants are II.[CH2:3]([N:5]1[C:9]([O:10][C:11]2[CH:16]=[CH:15][C:14]([CH:17]=O)=[CH:13][CH:12]=2)=[CH:8][C:7]([C:19]2[CH:20]=[C:21]([C:25]3([NH:29][S:30]([CH2:33][C:34]([F:37])([F:36])[F:35])(=[O:32])=[O:31])[CH2:28][O:27][CH2:26]3)[CH:22]=[CH:23][CH:24]=2)=[N:6]1)[CH3:4].[O-]S([O-])(=S)=O.[Na+].[Na+].[NH4+:45].[OH-]. The catalyst is C1COCC1. The product is [C:17]([C:14]1[CH:13]=[CH:12][C:11]([O:10][C:9]2[N:5]([CH2:3][CH3:4])[N:6]=[C:7]([C:19]3[CH:20]=[C:21]([C:25]4([NH:29][S:30]([CH2:33][C:34]([F:36])([F:35])[F:37])(=[O:31])=[O:32])[CH2:28][O:27][CH2:26]4)[CH:22]=[CH:23][CH:24]=3)[CH:8]=2)=[CH:16][CH:15]=1)#[N:45]. The yield is 0.650. (3) The reactants are [C:1]([C:4]1[N:5]=[CH:6][N:7]2[C:12](=[O:13])[N:11]([CH2:14][C:15]([O:17]CC)=[O:16])[N:10]=[N:9][C:8]=12)(=[O:3])[NH2:2]. The catalyst is Cl. The product is [C:1]([C:4]1[N:5]=[CH:6][N:7]2[C:12](=[O:13])[N:11]([CH2:14][C:15]([OH:17])=[O:16])[N:10]=[N:9][C:8]=12)(=[O:3])[NH2:2]. The yield is 0.250. (4) The product is [Cl:19][C:16]1[CH:17]=[CH:18][C:13]([CH2:11][N:10]2[C:9]3[C:4](=[CH:5][C:6]([O:20][CH3:21])=[CH:7][CH:8]=3)[C:3]([CH2:22][CH2:23][OH:24])=[C:2]2[CH3:1])=[CH:14][CH:15]=1. The yield is 0.490. The reactants are [CH3:1][C:2]1[N:10]([C:11]([C:13]2[CH:14]=[CH:15][C:16]([Cl:19])=[CH:17][CH:18]=2)=O)[C:9]2[CH:8]=[CH:7][C:6]([O:20][CH3:21])=[CH:5][C:4]=2[C:3]=1[CH2:22][C:23](O)=[O:24].B(F)(F)F.CCOCC.[BH4-].[Na+]. The catalyst is C1COCC1. (5) The reactants are Cl.[CH2:2]([O:9][C:10](=[O:16])[C@@H:11]1[CH2:15][CH2:14][CH2:13][NH:12]1)[C:3]1[CH:8]=[CH:7][CH:6]=[CH:5][CH:4]=1.[C:17]([OH:26])(=O)[CH2:18][CH2:19][CH2:20][CH2:21][C:22]([OH:24])=O. The catalyst is CCOC(C)=O. The product is [CH2:2]([O:9][C:10]([C@@H:11]1[CH2:15][CH2:14][CH2:13][N:12]1[C:22](=[O:24])[CH2:21][CH2:20][CH2:19][CH2:18][C:17]([N:12]1[CH2:13][CH2:14][CH2:15][C@H:11]1[C:10]([O:9][CH2:2][C:3]1[CH:8]=[CH:7][CH:6]=[CH:5][CH:4]=1)=[O:16])=[O:26])=[O:16])[C:3]1[CH:4]=[CH:5][CH:6]=[CH:7][CH:8]=1. The yield is 1.00. (6) The product is [Br:25][C:26]1[CH:27]=[C:28]([CH:31]=[CH:32][CH:33]=1)[CH2:29][O:17][C:14]1[CH:15]=[CH:16][C:11]([C@@H:9]2[CH2:10][C@H:8]2[NH:7][C:6](=[O:18])[O:5][C:1]([CH3:4])([CH3:2])[CH3:3])=[CH:12][CH:13]=1. The reactants are [C:1]([O:5][C:6](=[O:18])[NH:7][C@@H:8]1[CH2:10][C@H:9]1[C:11]1[CH:16]=[CH:15][C:14]([OH:17])=[CH:13][CH:12]=1)([CH3:4])([CH3:3])[CH3:2].C([O-])([O-])=O.[K+].[K+].[Br:25][C:26]1[CH:27]=[C:28]([CH:31]=[CH:32][CH:33]=1)[CH2:29]Br. The yield is 0.620. The catalyst is CN(C=O)C.